Task: Predict the reaction yield, written as a fraction of the theoretical maximum amount of product (1.0 means a 100% yield; for example, 0.34 means a 34% yield).. Dataset: Reaction yield outcomes from USPTO patents with 853,638 reactions (1) The reactants are C[O:2][C:3]([C:5]1[CH:18]=[CH:17][C:8]2[N:9]([CH2:12][CH2:13][N:14]=[N+:15]=[N-:16])[CH:10]=[N:11][C:7]=2[CH:6]=1)=[O:4].[Li+].[OH-]. The catalyst is C1COCC1.O. The product is [N:14]([CH2:13][CH2:12][N:9]1[C:8]2[CH:17]=[CH:18][C:5]([C:3]([OH:4])=[O:2])=[CH:6][C:7]=2[N:11]=[CH:10]1)=[N+:15]=[N-:16]. The yield is 0.890. (2) The reactants are COC(=O)[C@H]([O:11][C:12]1[C:13](=[O:44])[N:14]([C:37]2[N:38]=[N:39][C:40]([CH3:43])=[CH:41][CH:42]=2)[C@H:15]([C:26]2[CH:31]=[CH:30][C:29]([O:32][C:33]([F:36])([F:35])[F:34])=[CH:28][CH:27]=2)[C:16]=1[C:17](=[O:25])[C:18]1[CH:23]=[CH:22][C:21]([CH3:24])=[CH:20][CH:19]=1)C1C=CC=CC=1. The catalyst is CS(C)=O. The product is [OH:11][C:12]1[C:13](=[O:44])[N:14]([C:37]2[N:38]=[N:39][C:40]([CH3:43])=[CH:41][CH:42]=2)[C@H:15]([C:26]2[CH:27]=[CH:28][C:29]([O:32][C:33]([F:35])([F:36])[F:34])=[CH:30][CH:31]=2)[C:16]=1[C:17](=[O:25])[C:18]1[CH:23]=[CH:22][C:21]([CH3:24])=[CH:20][CH:19]=1. The yield is 0.280.